Dataset: Full USPTO retrosynthesis dataset with 1.9M reactions from patents (1976-2016). Task: Predict the reactants needed to synthesize the given product. (1) The reactants are: Br[C:2]1[CH:3]=[C:4]2[C:9](=[CH:10][CH:11]=1)[C:8](=[O:12])[NH:7][N:6]=[C:5]2[Cl:13].CC1OC(C2C=CC=CC=2)=C([NH:26]C)C=1.C1C=CC(P([C:41]2C([C:45]3[C:46](P(C4C=CC=CC=4)C4C=CC=CC=4)=[CH:47][CH:48]=[C:49]4[C:44]=3[CH:43]=[CH:42][CH:41]=C4)=[C:49]3[C:44]([CH:45]=[CH:46][CH:47]=[CH:48]3)=[CH:43][CH:42]=2)C2C=CC=CC=2)=CC=1.C[C:75]([O-:78])([CH3:77])[CH3:76].[Na+]. Given the product [Cl:13][C:5]1[C:4]2[C:9](=[CH:10][CH:11]=[C:2]([NH:26][CH2:41][C:42]3[CH:76]=[C:75]([CH3:77])[O:78][C:43]=3[C:44]3[CH:49]=[CH:48][CH:47]=[CH:46][CH:45]=3)[CH:3]=2)[C:8](=[O:12])[NH:7][N:6]=1, predict the reactants needed to synthesize it. (2) The reactants are: I[C:2]1[CH:7]=[C:6]([CH3:8])[CH:5]=[C:4]([CH3:9])[CH:3]=1.C1(P(C2C=CC=CC=2)C2C=CC=CC=2)C=CC=CC=1.[CH2:29]([OH:32])[C:30]#[CH:31].C(N(C(C)C)CC)(C)C. Given the product [CH3:9][C:4]1[CH:3]=[C:2]([C:31]#[C:30][CH2:29][OH:32])[CH:7]=[C:6]([CH3:8])[CH:5]=1, predict the reactants needed to synthesize it. (3) Given the product [OH:6][C@@H:5]([CH2:4][OH:3])[CH2:7][N:8]1[CH:12]=[CH:11][C:10]([NH:13][C:14](=[O:35])[C@H:15]([N:21]2[CH2:25][C:24]([O:26][C:27]3[CH:32]=[CH:31][CH:30]=[CH:29][C:28]=3[Cl:33])=[CH:23][C:22]2=[O:34])[CH2:16][CH:17]([CH3:20])[CH2:18][CH3:19])=[N:9]1, predict the reactants needed to synthesize it. The reactants are: CC1(C)[O:6][C@H:5]([CH2:7][N:8]2[CH:12]=[CH:11][C:10]([NH:13][C:14](=[O:35])[C@H:15]([N:21]3[CH2:25][C:24]([O:26][C:27]4[CH:32]=[CH:31][CH:30]=[CH:29][C:28]=4[Cl:33])=[CH:23][C:22]3=[O:34])[CH2:16][CH:17]([CH3:20])[CH2:18][CH3:19])=[N:9]2)[CH2:4][O:3]1.Cl. (4) Given the product [CH:1](=[C:8]1/[CH2:9][CH2:10][C@H:11]([C:18]([N:20]2[CH2:21][CH2:22][N:23]([C:26]3[CH:27]=[CH:28][CH:29]=[CH:30][CH:31]=3)[CH2:24][CH2:25]2)=[O:19])[C@@H:12]([C:14]([OH:16])=[O:15])[CH2:13]/1)/[C:2]1[CH:3]=[CH:4][CH:5]=[CH:6][CH:7]=1, predict the reactants needed to synthesize it. The reactants are: [CH:1](=[C:8]1/[CH2:9][CH2:10][C@H:11]([C:18]([N:20]2[CH2:25][CH2:24][N:23]([C:26]3[CH:31]=[CH:30][CH:29]=[CH:28][CH:27]=3)[CH2:22][CH2:21]2)=[O:19])[C@@H:12]([C:14]([O:16]C)=[O:15])[CH2:13]/1)/[C:2]1[CH:7]=[CH:6][CH:5]=[CH:4][CH:3]=1.O1CCCC1.[OH-].[Li+].O.OO. (5) Given the product [Cl:50][C:47]1[CH:48]=[CH:49][C:44](/[C:27](/[C:24]2[CH:25]=[CH:26][C:21]([C:52]#[C:51][C:53]3[CH:58]=[CH:57][C:56]([CH3:59])=[CH:55][CH:54]=3)=[CH:22][CH:23]=2)=[CH:28]\[CH2:29][O:30][C:31]2[CH:42]=[CH:41][C:34]([O:35][CH2:36][C:37]([O:39][CH3:40])=[O:38])=[C:33]([CH3:43])[CH:32]=2)=[CH:45][CH:46]=1, predict the reactants needed to synthesize it. The reactants are: C(P(C(C)(C)C)C(C)(C)C)(C)(C)C.C1CCCCC1.Br[C:21]1[CH:26]=[CH:25][C:24](/[C:27](/[C:44]2[CH:49]=[CH:48][C:47]([Cl:50])=[CH:46][CH:45]=2)=[CH:28]/[CH2:29][O:30][C:31]2[CH:42]=[CH:41][C:34]([O:35][CH2:36][C:37]([O:39][CH3:40])=[O:38])=[C:33]([CH3:43])[CH:32]=2)=[CH:23][CH:22]=1.[C:51]([C:53]1[CH:58]=[CH:57][C:56]([CH3:59])=[CH:55][CH:54]=1)#[CH:52].C(NC(C)C)(C)C. (6) Given the product [OH:17][C:18]1[CH:25]=[CH:24][CH:23]=[C:22]([O:1][CH2:2][C@@H:3]2[CH2:8][CH2:7][CH2:6][CH2:5][N:4]2[C:9](=[O:10])[C:11]2[CH:16]=[CH:15][CH:14]=[N:13][CH:12]=2)[C:19]=1[CH:20]=[O:21], predict the reactants needed to synthesize it. The reactants are: [OH:1][CH2:2][C@@H:3]1[CH2:8][CH2:7][CH2:6][CH2:5][N:4]1[C:9]([C:11]1[CH:12]=[N:13][CH:14]=[CH:15][CH:16]=1)=[O:10].[OH:17][C:18]1[CH:25]=[CH:24][CH:23]=[C:22](O)[C:19]=1[CH:20]=[O:21].C1C=CC(P(C2C=CC=CC=2)C2C=CC=CC=2)=CC=1.CC(OC(/N=N/C(OC(C)C)=O)=O)C.